Dataset: Full USPTO retrosynthesis dataset with 1.9M reactions from patents (1976-2016). Task: Predict the reactants needed to synthesize the given product. Given the product [CH3:1][O:2][CH2:3][O:4][C:5]1[CH:10]=[C:9]([O:11][CH2:12][O:13][CH3:14])[CH:8]=[CH:7][C:6]=1[CH:15]1[CH2:19][CH2:18][C:17](=[O:20])[CH2:16]1, predict the reactants needed to synthesize it. The reactants are: [CH3:1][O:2][CH2:3][O:4][C:5]1[CH:10]=[C:9]([O:11][CH2:12][O:13][CH3:14])[CH:8]=[CH:7][C:6]=1[C:15]1[CH2:19][CH2:18][C:17](=[O:20])[CH:16]=1.